From a dataset of Peptide-MHC class I binding affinity with 185,985 pairs from IEDB/IMGT. Regression. Given a peptide amino acid sequence and an MHC pseudo amino acid sequence, predict their binding affinity value. This is MHC class I binding data. (1) The peptide sequence is IFIRTIYYH. The MHC is HLA-B57:01 with pseudo-sequence HLA-B57:01. The binding affinity (normalized) is 0.0847. (2) The peptide sequence is AVDWYQQRI. The MHC is HLA-B51:01 with pseudo-sequence HLA-B51:01. The binding affinity (normalized) is 0.0847. (3) The peptide sequence is STYQPLPLY. The MHC is HLA-A03:01 with pseudo-sequence HLA-A03:01. The binding affinity (normalized) is 0.0847. (4) The peptide sequence is FVNYNFTLV. The MHC is Mamu-B52 with pseudo-sequence Mamu-B52. The binding affinity (normalized) is 0. (5) The peptide sequence is TRKIRSEEL. The MHC is HLA-A26:01 with pseudo-sequence HLA-A26:01. The binding affinity (normalized) is 0.0847. (6) The peptide sequence is WLRAKRKPA. The MHC is HLA-A02:02 with pseudo-sequence HLA-A02:02. The binding affinity (normalized) is 0. (7) The peptide sequence is NLYISDYKM. The MHC is HLA-A02:06 with pseudo-sequence HLA-A02:06. The binding affinity (normalized) is 0.140.